From a dataset of NCI-60 drug combinations with 297,098 pairs across 59 cell lines. Regression. Given two drug SMILES strings and cell line genomic features, predict the synergy score measuring deviation from expected non-interaction effect. (1) Drug 1: CCC1=CC2CC(C3=C(CN(C2)C1)C4=CC=CC=C4N3)(C5=C(C=C6C(=C5)C78CCN9C7C(C=CC9)(C(C(C8N6C)(C(=O)OC)O)OC(=O)C)CC)OC)C(=O)OC.C(C(C(=O)O)O)(C(=O)O)O. Drug 2: CC1=C(C=C(C=C1)C(=O)NC2=CC(=CC(=C2)C(F)(F)F)N3C=C(N=C3)C)NC4=NC=CC(=N4)C5=CN=CC=C5. Cell line: SN12C. Synergy scores: CSS=38.4, Synergy_ZIP=0.0653, Synergy_Bliss=-1.51, Synergy_Loewe=-16.4, Synergy_HSA=-1.80. (2) Drug 1: CS(=O)(=O)CCNCC1=CC=C(O1)C2=CC3=C(C=C2)N=CN=C3NC4=CC(=C(C=C4)OCC5=CC(=CC=C5)F)Cl. Drug 2: C1CNP(=O)(OC1)N(CCCl)CCCl. Cell line: RPMI-8226. Synergy scores: CSS=7.82, Synergy_ZIP=-4.68, Synergy_Bliss=-4.64, Synergy_Loewe=-6.28, Synergy_HSA=-4.04.